From a dataset of Forward reaction prediction with 1.9M reactions from USPTO patents (1976-2016). Predict the product of the given reaction. (1) Given the reactants Br[C:2]1[CH:3]=[C:4]([O:12][CH2:13][C@@H:14]2[CH2:19][CH2:18][CH2:17][N:16]([CH3:20])[CH2:15]2)[C:5]2[N:6]([CH:9]=[N:10][CH:11]=2)[C:7]=1[Cl:8].[C:21]([C:23]1[CH:28]=[CH:27][C:26](B(O)O)=[CH:25][CH:24]=1)#[N:22].C1(C)C=CC=CC=1P(C1C=CC=CC=1C)C1C=CC=CC=1C.C(=O)([O-])[O-].[Na+].[Na+], predict the reaction product. The product is: [Cl:8][C:7]1[N:6]2[CH:9]=[N:10][CH:11]=[C:5]2[C:4]([O:12][CH2:13][C@@H:14]2[CH2:19][CH2:18][CH2:17][N:16]([CH3:20])[CH2:15]2)=[CH:3][C:2]=1[C:26]1[CH:27]=[CH:28][C:23]([C:21]#[N:22])=[CH:24][CH:25]=1. (2) Given the reactants FC(F)(F)C(O)=O.C(OC([N:15]1[CH2:27][C:26]2[S:25][C:24]3[N:23]=[C:22]([S:28][CH2:29][C:30]([O:32][CH2:33][CH3:34])=[O:31])[N:21]([C:35]4[CH:40]=[CH:39][CH:38]=[C:37]([F:41])[CH:36]=4)[C:20](=[O:42])[C:19]=3[C:18]=2[CH2:17][CH2:16]1)=O)(C)(C)C.[OH-].[Na+], predict the reaction product. The product is: [CH2:33]([O:32][C:30](=[O:31])[CH2:29][S:28][C:22]1[N:21]([C:35]2[CH:40]=[CH:39][CH:38]=[C:37]([F:41])[CH:36]=2)[C:20](=[O:42])[C:19]2[C:18]3[CH2:17][CH2:16][NH:15][CH2:27][C:26]=3[S:25][C:24]=2[N:23]=1)[CH3:34]. (3) Given the reactants [CH3:1][C:2]1[O:6][C:5]([C:7]2[CH:12]=[CH:11][CH:10]=[CH:9][CH:8]=2)=[N:4][C:3]=1[CH2:13][O:14][C:15]1[CH:23]=[CH:22][C:18]([CH2:19][O:20][NH2:21])=[CH:17][CH:16]=1.[CH3:24][O:25][C:26]1[CH:31]=[CH:30][C:29]([C:32](=O)[CH2:33][CH2:34][CH2:35][CH2:36][CH2:37][CH2:38][C:39]([O:41][CH3:42])=[O:40])=[CH:28][CH:27]=1.C(O)(=O)C.C([O-])(=O)C.[Na+], predict the reaction product. The product is: [CH3:24][O:25][C:26]1[CH:27]=[CH:28][C:29](/[C:32](=[N:21]/[O:20][CH2:19][C:18]2[CH:17]=[CH:16][C:15]([O:14][CH2:13][C:3]3[N:4]=[C:5]([C:7]4[CH:8]=[CH:9][CH:10]=[CH:11][CH:12]=4)[O:6][C:2]=3[CH3:1])=[CH:23][CH:22]=2)/[CH2:33][CH2:34][CH2:35][CH2:36][CH2:37][CH2:38][C:39]([O:41][CH3:42])=[O:40])=[CH:30][CH:31]=1. (4) Given the reactants [NH2:1][C:2]1[CH:6]=[CH:5][S:4][C:3]=1[C:7]([NH2:9])=[O:8].[Cl:10][C:11]1[C:16]([F:17])=[C:15]([CH:18]=O)[CH:14]=[CH:13][N:12]=1.CO.ClC1C(=O)C(C#N)=C(C#N)C(=O)C=1Cl, predict the reaction product. The product is: [Cl:10][C:11]1[C:16]([F:17])=[C:15]([C:18]2[N:9]=[C:7]([OH:8])[C:3]3[S:4][CH:5]=[CH:6][C:2]=3[N:1]=2)[CH:14]=[CH:13][N:12]=1. (5) Given the reactants [CH3:1][S:2]([CH3:4])=O.ClC1[C:7]2[N:8]([CH:12]=[CH:13][N:14]=2)[CH:9]=[CH:10][N:11]=1.CS.[Na].O, predict the reaction product. The product is: [CH3:1][S:2][C:4]1[C:7]2[N:8]([CH:12]=[CH:13][N:14]=2)[CH:9]=[CH:10][N:11]=1. (6) Given the reactants [CH2:1]([O:3][C:4]1[C:5]([F:32])=[C:6]([CH:30]=[O:31])[C:7]([C:10]2[C:11]([CH:28]=[O:29])=[C:12]([F:27])[C:13]([O:16][CH2:17][CH:18]3[CH2:23][CH2:22][CH:21]([CH2:24][CH2:25][CH3:26])[CH2:20][CH2:19]3)=[CH:14][CH:15]=2)=[CH:8][CH:9]=1)[CH3:2], predict the reaction product. The product is: [CH2:1]([O:3][C:4]1[CH:9]=[CH:8][C:7]2[C:10]3[C:11](=[C:12]([F:27])[C:13]([O:16][CH2:17][CH:18]4[CH2:19][CH2:20][CH:21]([CH2:24][CH2:25][CH3:26])[CH2:22][CH2:23]4)=[CH:14][CH:15]=3)[CH:28]([OH:29])[CH:30]([OH:31])[C:6]=2[C:5]=1[F:32])[CH3:2]. (7) Given the reactants [F:1][C:2]([F:15])([F:14])[S:3]([O:6]S(C(F)(F)F)(=O)=O)(=[O:5])=[O:4].O=[C:17]1[CH:22]([C:23]([O:25][CH2:26][CH3:27])=[O:24])[CH2:21][CH2:20][N:19]([C:28]([O:30][C:31]([CH3:34])([CH3:33])[CH3:32])=[O:29])[CH2:18]1.C(N(CC)C(C)C)(C)C, predict the reaction product. The product is: [F:1][C:2]([F:15])([F:14])[S:3]([O:6][C:17]1[CH2:18][N:19]([C:28]([O:30][C:31]([CH3:32])([CH3:33])[CH3:34])=[O:29])[CH2:20][CH2:21][C:22]=1[C:23]([O:25][CH2:26][CH3:27])=[O:24])(=[O:5])=[O:4]. (8) The product is: [F:32][C:29]([F:30])([F:31])[C:27]1[CH:26]=[C:5]([CH:4]=[C:3]([C:2]([F:1])([F:33])[F:34])[CH:28]=1)[C:6]([N:8]1[CH2:25][CH2:24][C:11]2([C:15](=[O:16])[N:14]([CH3:35])[CH:13]=[C:12]2[C:17]2[CH:22]=[CH:21][CH:20]=[CH:19][C:18]=2[CH3:23])[CH2:10][CH2:9]1)=[O:7]. Given the reactants [F:1][C:2]([F:34])([F:33])[C:3]1[CH:4]=[C:5]([CH:26]=[C:27]([C:29]([F:32])([F:31])[F:30])[CH:28]=1)[C:6]([N:8]1[CH2:25][CH2:24][C:11]2([C:15](=[O:16])[NH:14][CH:13]=[C:12]2[C:17]2[CH:22]=[CH:21][CH:20]=[CH:19][C:18]=2[CH3:23])[CH2:10][CH2:9]1)=[O:7].[CH3:35]I, predict the reaction product. (9) Given the reactants [CH2:1]([O:3][C:4]([C:6]1[C:18]([CH2:19][CH2:20][C:21]2[CH:26]=[CH:25][C:24]([C:27]([F:30])([F:29])[F:28])=[CH:23][CH:22]=2)=[N:17][C:9]2[C@H:10]3[N:14]([C:15](=[O:16])[C:8]=2[C:7]=1[C:31]1[CH:39]=[CH:38][C:34]([C:35]([OH:37])=O)=[CH:33][CH:32]=1)[CH2:13][CH2:12][CH2:11]3)=[O:5])[CH3:2].[CH3:40][CH2:41][N:42]=[C:43]=[N:44][CH2:45][CH2:46][CH2:47][N:48](C)C.NCCCN1C=CN=C1, predict the reaction product. The product is: [N:44]1([CH2:45][CH2:46][CH2:47][NH:48][C:35]([C:34]2[CH:38]=[CH:39][C:31]([C:7]3[C:8]4[C:15](=[O:16])[N:14]5[C@H:10]([C:9]=4[N:17]=[C:18]([CH2:19][CH2:20][C:21]4[CH:26]=[CH:25][C:24]([C:27]([F:30])([F:29])[F:28])=[CH:23][CH:22]=4)[C:6]=3[C:4]([O:3][CH2:1][CH3:2])=[O:5])[CH2:11][CH2:12][CH2:13]5)=[CH:32][CH:33]=2)=[O:37])[CH:40]=[CH:41][N:42]=[CH:43]1.